From a dataset of Full USPTO retrosynthesis dataset with 1.9M reactions from patents (1976-2016). Predict the reactants needed to synthesize the given product. (1) The reactants are: CS(O)(=O)=O.Cl[C:7]1[N:12]=[C:11]([O:13][CH3:14])[C:10]([F:15])=[CH:9][N:8]=1.[CH3:16][C:17]1[CH:18]=[C:19]([CH:21]=[C:22]([B:24]2[O:28][C:27]([CH3:30])([CH3:29])[C:26]([CH3:32])([CH3:31])[O:25]2)[CH:23]=1)[NH2:20]. Given the product [F:15][C:10]1[C:11]([O:13][CH3:14])=[N:12][C:7]([NH:20][C:19]2[CH:21]=[C:22]([B:24]3[O:28][C:27]([CH3:29])([CH3:30])[C:26]([CH3:32])([CH3:31])[O:25]3)[CH:23]=[C:17]([CH3:16])[CH:18]=2)=[N:8][CH:9]=1, predict the reactants needed to synthesize it. (2) Given the product [NH2:1][C:2]1[N:7]=[C:6]([C:8]2[O:9][CH:10]=[CH:11][CH:12]=2)[C:5]([C:13]2[CH:14]=[CH:15][C:16](=[O:19])[N:17]([CH3:20])[CH:18]=2)=[CH:4][N:3]=1, predict the reactants needed to synthesize it. The reactants are: [NH2:1][C:2]1[N:7]=[C:6]([C:8]2[O:9][CH:10]=[CH:11][CH:12]=2)[C:5]([C:13]2[CH:14]=[CH:15][C:16](=[O:19])[NH:17][CH:18]=2)=[CH:4][N:3]=1.[CH3:20][O-].[Na+].IC.